From a dataset of Catalyst prediction with 721,799 reactions and 888 catalyst types from USPTO. Predict which catalyst facilitates the given reaction. (1) Reactant: Cl[C:2]1[N:11]=[CH:10][CH:9]=[C:8]2[C:3]=1[CH:4]=[C:5]([C:36]1[CH:41]=[CH:40][CH:39]=[CH:38][CH:37]=1)[C:6]([C:12]1[CH:17]=[CH:16][C:15]([CH2:18][N:19]3[CH2:24][CH2:23][CH:22]([C:25]4[NH:29][C:28]([C:30]5[CH:35]=[N:34][CH:33]=[CH:32][N:31]=5)=[N:27][N:26]=4)[CH2:21][CH2:20]3)=[CH:14][CH:13]=1)=[N:7]2.[NH2:42][NH2:43]. Product: [NH:42]([C:2]1[N:11]=[CH:10][CH:9]=[C:8]2[C:3]=1[CH:4]=[C:5]([C:36]1[CH:41]=[CH:40][CH:39]=[CH:38][CH:37]=1)[C:6]([C:12]1[CH:17]=[CH:16][C:15]([CH2:18][N:19]3[CH2:24][CH2:23][CH:22]([C:25]4[NH:29][C:28]([C:30]5[CH:35]=[N:34][CH:33]=[CH:32][N:31]=5)=[N:27][N:26]=4)[CH2:21][CH2:20]3)=[CH:14][CH:13]=1)=[N:7]2)[NH2:43]. The catalyst class is: 12. (2) Reactant: CCN(CC)CC.[Cl:8][C:9]1[N:14]=[C:13](Cl)[CH:12]=[CH:11][N:10]=1.[NH2:16][C:17]1[CH:18]=[C:19]2[C:23](=[CH:24][CH:25]=1)[NH:22][C:21]([CH3:26])=[CH:20]2. Product: [Cl:8][C:9]1[N:14]=[C:13]([NH:16][C:17]2[CH:18]=[C:19]3[C:23](=[CH:24][CH:25]=2)[NH:22][C:21]([CH3:26])=[CH:20]3)[CH:12]=[CH:11][N:10]=1. The catalyst class is: 14. (3) Reactant: [O:1]1[C:5]2=[N:6][CH:7]=[CH:8][CH:9]=[C:4]2[C:3]([CH:10]=[O:11])=[CH:2]1.CC([OH:16])(C)C.CC(=CC)C.[O-]Cl=O.[Na+]. Product: [O:1]1[C:5]2=[N:6][CH:7]=[CH:8][CH:9]=[C:4]2[C:3]([C:10]([OH:16])=[O:11])=[CH:2]1. The catalyst class is: 6. (4) Product: [CH3:21][C:22]1[CH:23]=[N:24][N:25]([C:2]2[CH:7]=[C:6]([C:8]([F:11])([F:10])[F:9])[CH:5]=[C:4]([N+:12]([O-:14])=[O:13])[CH:3]=2)[CH:26]=1. Reactant: F[C:2]1[CH:7]=[C:6]([C:8]([F:11])([F:10])[F:9])[CH:5]=[C:4]([N+:12]([O-:14])=[O:13])[CH:3]=1.C([O-])([O-])=O.[K+].[K+].[CH3:21][C:22]1[CH:23]=[N:24][NH:25][CH:26]=1. The catalyst class is: 3. (5) Reactant: C([N:3]([CH2:6][CH2:7][O:8][CH2:9][CH2:10][C:11]([OH:14])([CH3:13])[CH3:12])C=O)=O.[ClH:15]. Product: [ClH:15].[NH2:3][CH2:6][CH2:7][O:8][CH2:9][CH2:10][C:11]([CH3:13])([OH:14])[CH3:12]. The catalyst class is: 8.